The task is: Predict the product of the given reaction.. This data is from Forward reaction prediction with 1.9M reactions from USPTO patents (1976-2016). (1) Given the reactants C(OC(C[N:7]1[C:16](=[O:17])[CH:15]2[CH:10]([CH:11]3[C:18](=[C:19]([C:26]4[CH:31]=[CH:30][CH:29]=[CH:28][N:27]=4)[C:20]4[CH:25]=[CH:24][CH:23]=[CH:22][CH:21]=4)[CH:14]2[C:13]([C:32]([OH:45])([C:39]2[CH:44]=[CH:43][CH:42]=[CH:41][N:40]=2)[C:33]2[CH:38]=[CH:37][CH:36]=[CH:35][CH:34]=2)=[CH:12]3)[C:8]1=[O:9])=O)C.[C:46]([O:52][CH2:53]Cl)(=[O:51])[C:47]([CH3:50])([CH3:49])[CH3:48].C(=O)([O-])[O-].[K+].[K+], predict the reaction product. The product is: [OH:45][C:32]([C:13]1[CH:14]2[C:18](=[C:19]([C:26]3[CH:31]=[CH:30][CH:29]=[CH:28][N:27]=3)[C:20]3[CH:21]=[CH:22][CH:23]=[CH:24][CH:25]=3)[CH:11]([CH:12]=1)[CH:10]1[C:8]([N:7]([CH2:53][O:52][C:46](=[O:51])[C:47]([CH3:50])([CH3:49])[CH3:48])[C:16](=[O:17])[CH:15]21)=[O:9])([C:39]1[CH:44]=[CH:43][CH:42]=[CH:41][N:40]=1)[C:33]1[CH:38]=[CH:37][CH:36]=[CH:35][CH:34]=1. (2) Given the reactants [CH2:1]([O:8][C:9]([N:11]1[CH2:16][CH2:15][CH:14]([CH2:17][CH2:18][S:19](Cl)(=[O:21])=[O:20])[CH2:13][CH2:12]1)=[O:10])[C:2]1[CH:7]=[CH:6][CH:5]=[CH:4][CH:3]=1.[NH:23]1[CH2:28][CH2:27][CH2:26][CH2:25][CH2:24]1, predict the reaction product. The product is: [N:23]1([S:19]([CH2:18][CH2:17][CH:14]2[CH2:15][CH2:16][N:11]([C:9]([O:8][CH2:1][C:2]3[CH:7]=[CH:6][CH:5]=[CH:4][CH:3]=3)=[O:10])[CH2:12][CH2:13]2)(=[O:21])=[O:20])[CH2:28][CH2:27][CH2:26][CH2:25][CH2:24]1. (3) Given the reactants [CH:1]([OH:3])=O.C(OC(=O)C)(=O)C.[N:11]1[C:16]2[NH:17][C:18]3[C:23]([C:15]=2[CH:14]=[CH:13][CH:12]=1)=[CH:22][C:21]([NH2:24])=[CH:20][CH:19]=3, predict the reaction product. The product is: [N:11]1[C:16]2[NH:17][C:18]3[C:23]([C:15]=2[CH:14]=[CH:13][CH:12]=1)=[CH:22][C:21]([NH:24][CH:1]=[O:3])=[CH:20][CH:19]=3. (4) Given the reactants [CH:1]1([CH2:4][C:5]2[C:6]3[N:7]([CH:11]=[C:12]([C:14]4[CH:19]=[CH:18][C:17]([F:20])=[CH:16][CH:15]=4)[N:13]=3)[CH:8]=[CH:9][N:10]=2)[CH2:3][CH2:2]1.I[C:22]1[CH:27]=[CH:26][N:25]=[C:24]([S:28][CH3:29])[N:23]=1.C([O-])([O-])=O.[Cs+].[Cs+].C1C=CC(P(C2C=CC=CC=2)C2C=CC=CC=2)=CC=1, predict the reaction product. The product is: [CH:1]1([CH2:4][C:5]2[C:6]3[N:7]([C:11]([C:22]4[CH:27]=[CH:26][N:25]=[C:24]([S:28][CH3:29])[N:23]=4)=[C:12]([C:14]4[CH:15]=[CH:16][C:17]([F:20])=[CH:18][CH:19]=4)[N:13]=3)[CH:8]=[CH:9][N:10]=2)[CH2:2][CH2:3]1. (5) The product is: [C:1]([C:5]1[N:10]=[C:9]([CH2:11][CH2:12][CH2:13][CH2:14][CH2:15][CH3:16])[C:8]([C:17]([N:19]([CH2:37][CH:38]([CH3:39])[CH3:40])[C@@H:20]2[CH2:25][N:24]([C:26]([O:28][C:29]([CH3:31])([CH3:30])[CH3:32])=[O:27])[CH2:23][C@H:22]([C:33]([O:35][CH3:36])=[O:34])[CH2:21]2)=[O:18])=[CH:7][N:6]=1)([CH3:2])([CH3:3])[CH3:4]. Given the reactants [C:1]([C:5]1[N:10]=[C:9]([C:11]#[C:12][CH2:13][CH2:14][CH2:15][CH3:16])[C:8]([C:17]([N:19]([CH2:37][CH:38]([CH3:40])[CH3:39])[C@@H:20]2[CH2:25][N:24]([C:26]([O:28][C:29]([CH3:32])([CH3:31])[CH3:30])=[O:27])[CH2:23][C@H:22]([C:33]([O:35][CH3:36])=[O:34])[CH2:21]2)=[O:18])=[CH:7][N:6]=1)([CH3:4])([CH3:3])[CH3:2], predict the reaction product.